This data is from Reaction yield outcomes from USPTO patents with 853,638 reactions. The task is: Predict the reaction yield, written as a fraction of the theoretical maximum amount of product (1.0 means a 100% yield; for example, 0.34 means a 34% yield). (1) The reactants are [CH2:1]([N:8]1[C:13](=O)[C:12]([C:15]2[CH:20]=[CH:19][C:18]([F:21])=[CH:17][CH:16]=2)=[C:11]([C:22]2[CH:27]=[CH:26][C:25]([S:28]([CH3:31])(=[O:30])=[O:29])=[CH:24][CH:23]=2)[CH:10]=[N:9]1)[C:2]1[CH:7]=[CH:6][CH:5]=[CH:4][CH:3]=1.COC1C=CC(P2(SP(C3C=CC(OC)=CC=3)(=S)S2)=[S:41])=CC=1. The catalyst is C1(C)C=CC=CC=1. The product is [CH2:1]([N:8]1[C:13](=[S:41])[C:12]([C:15]2[CH:20]=[CH:19][C:18]([F:21])=[CH:17][CH:16]=2)=[C:11]([C:22]2[CH:27]=[CH:26][C:25]([S:28]([CH3:31])(=[O:30])=[O:29])=[CH:24][CH:23]=2)[CH:10]=[N:9]1)[C:2]1[CH:7]=[CH:6][CH:5]=[CH:4][CH:3]=1. The yield is 0.880. (2) The reactants are [Cl:1][C:2]1[C:3]([F:28])=[C:4]([CH:8]2[C:12]([C:15]3[CH:20]=[CH:19][C:18]([Cl:21])=[CH:17][C:16]=3[F:22])([C:13]#[N:14])[CH:11]([CH2:23][C:24]([CH3:27])([CH3:26])[CH3:25])[CH2:10][NH:9]2)[CH:5]=[CH:6][CH:7]=1.[F:29][C:30]1[CH:35]=[CH:34][C:33]([N:36]=[C:37]=[O:38])=[CH:32][CH:31]=1. The catalyst is C(Cl)Cl. The product is [F:29][C:30]1[CH:35]=[CH:34][C:33]([NH:36][C:37]([N:9]2[CH2:10][C@@H:11]([CH2:23][C:24]([CH3:25])([CH3:27])[CH3:26])[C@@:12]([C:15]3[CH:20]=[CH:19][C:18]([Cl:21])=[CH:17][C:16]=3[F:22])([C:13]#[N:14])[C@H:8]2[C:4]2[CH:5]=[CH:6][CH:7]=[C:2]([Cl:1])[C:3]=2[F:28])=[O:38])=[CH:32][CH:31]=1. The yield is 0.798. (3) The reactants are CC1(C)C(C)(C)OB([C:9]2[CH:14]=[CH:13][C:12]([CH2:15][C:16]([NH:18][C@@H:19]([C:21]3[CH:26]=[CH:25][C:24]([O:27][CH2:28][C:29]([F:32])([F:31])[F:30])=[CH:23][N:22]=3)[CH3:20])=[O:17])=[CH:11][CH:10]=2)O1.Cl[C:35]1[C:40]([CH3:41])=[N:39][CH:38]=[CH:37][N:36]=1.P([O-])([O-])([O-])=O.[K+].[K+].[K+]. The catalyst is O1CCOCC1.C1C=CC(/C=C/C(/C=C/C2C=CC=CC=2)=O)=CC=1.C1C=CC(/C=C/C(/C=C/C2C=CC=CC=2)=O)=CC=1.C1C=CC(/C=C/C(/C=C/C2C=CC=CC=2)=O)=CC=1.[Pd].[Pd].C1(P(C2CCCCC2)C2CCCCC2)CCCCC1. The product is [CH3:41][C:40]1[C:35]([C:9]2[CH:14]=[CH:13][C:12]([CH2:15][C:16]([NH:18][C@@H:19]([C:21]3[CH:26]=[CH:25][C:24]([O:27][CH2:28][C:29]([F:31])([F:32])[F:30])=[CH:23][N:22]=3)[CH3:20])=[O:17])=[CH:11][CH:10]=2)=[N:36][CH:37]=[CH:38][N:39]=1. The yield is 0.733. (4) The reactants are [BH4-].[Li+].[CH:3]12[N:9]([C:10]([O:12][CH2:13][C:14]3[CH:19]=[CH:18][CH:17]=[CH:16][CH:15]=3)=[O:11])[CH:6]([CH2:7][CH2:8]1)[CH2:5][CH:4]2[C:20](OCC)=[O:21]. The catalyst is O1CCCC1. The product is [OH:21][CH2:20][CH:4]1[CH2:5][CH:6]2[N:9]([C:10]([O:12][CH2:13][C:14]3[CH:15]=[CH:16][CH:17]=[CH:18][CH:19]=3)=[O:11])[CH:3]1[CH2:8][CH2:7]2. The yield is 0.800. (5) The reactants are Br[CH2:2][C:3]1[CH:4]=[N:5][CH:6]=[C:7]([C:9]2[CH:10]=[N:11][CH:12]=[CH:13][CH:14]=2)[CH:8]=1.[CH3:15][C:16]1[N:21]=[C:20]([SH:22])[N:19]=[C:18]([OH:23])[CH:17]=1. No catalyst specified. The product is [CH3:15][C:16]1[N:21]=[C:20]([S:22][CH2:2][C:3]2[CH:4]=[N:5][CH:6]=[C:7]([C:9]3[CH:10]=[N:11][CH:12]=[CH:13][CH:14]=3)[CH:8]=2)[N:19]=[C:18]([OH:23])[CH:17]=1. The yield is 0.150. (6) The reactants are [F:1][C:2]([F:15])([F:14])[C:3]1[CH:4]=[C:5]([CH:7]=[C:8]([C:10]([F:13])([F:12])[F:11])[CH:9]=1)[NH2:6].C[O:17][CH:18]1[CH:22]([CH:23]=O)[CH2:21][CH:20](OC)O1. The catalyst is C(O)(=O)C. The product is [F:1][C:2]([F:14])([F:15])[C:3]1[CH:4]=[C:5]([N:6]2[CH:20]=[CH:21][C:22]([CH:18]=[O:17])=[CH:23]2)[CH:7]=[C:8]([C:10]([F:11])([F:12])[F:13])[CH:9]=1. The yield is 0.510.